From a dataset of Forward reaction prediction with 1.9M reactions from USPTO patents (1976-2016). Predict the product of the given reaction. (1) Given the reactants [Cl:1][C:2]1[CH:7]=[C:6]([C:8]([OH:10])=[O:9])[C:5]([N+:11]([O-:13])=[O:12])=[CH:4][N:3]=1.[N+](=[CH2:16])=[N-].C(OCC)C, predict the reaction product. The product is: [Cl:1][C:2]1[CH:7]=[C:6]([C:8]([O:10][CH3:16])=[O:9])[C:5]([N+:11]([O-:13])=[O:12])=[CH:4][N:3]=1. (2) Given the reactants [N+:1]([C:4]1[CH:9]=[CH:8][C:7]([OH:10])=[CH:6][N:5]=1)([O-:3])=[O:2].I[CH:12]1[CH2:15][N:14]([C:16]([O:18][C:19]([CH3:22])([CH3:21])[CH3:20])=[O:17])[CH2:13]1.[H-].[Na+], predict the reaction product. The product is: [N+:1]([C:4]1[N:5]=[CH:6][C:7]([O:10][CH:12]2[CH2:13][N:14]([C:16]([O:18][C:19]([CH3:22])([CH3:21])[CH3:20])=[O:17])[CH2:15]2)=[CH:8][CH:9]=1)([O-:3])=[O:2]. (3) Given the reactants [CH3:1][N:2]1[CH2:7][CH2:6][N:5]([C:8]2[CH:13]=[CH:12][C:11]([N+:14]([O-])=O)=[CH:10][CH:9]=2)[CH2:4][CH2:3]1.O.O.[Sn](Cl)Cl, predict the reaction product. The product is: [CH3:1][N:2]1[CH2:3][CH2:4][N:5]([C:8]2[CH:13]=[CH:12][C:11]([NH2:14])=[CH:10][CH:9]=2)[CH2:6][CH2:7]1.